This data is from Reaction yield outcomes from USPTO patents with 853,638 reactions. The task is: Predict the reaction yield, written as a fraction of the theoretical maximum amount of product (1.0 means a 100% yield; for example, 0.34 means a 34% yield). (1) The reactants are [CH3:1][O:2][C:3](=[O:33])[C@@H:4]([NH:25]C(OC(C)(C)C)=O)[C@H:5]([NH:7][C:8]([O:10][CH2:11][CH:12]1[C:24]2[CH:23]=[CH:22][CH:21]=[CH:20][C:19]=2[C:18]2[C:13]1=[CH:14][CH:15]=[CH:16][CH:17]=2)=[O:9])[CH3:6].[ClH:34].O1CCOCC1. The catalyst is CCOCC. The product is [ClH:34].[CH3:1][O:2][C:3](=[O:33])[C@@H:4]([NH2:25])[C@H:5]([NH:7][C:8]([O:10][CH2:11][CH:12]1[C:13]2[CH:14]=[CH:15][CH:16]=[CH:17][C:18]=2[C:19]2[C:24]1=[CH:23][CH:22]=[CH:21][CH:20]=2)=[O:9])[CH3:6]. The yield is 0.890. (2) The reactants are [NH2:1][C@@H:2]([CH2:22][C:23]1[CH:28]=[CH:27][C:26]([CH:29]2[S:33](=[O:35])(=[O:34])[NH:32][C:31](=[O:36])[CH2:30]2)=[CH:25][CH:24]=1)[C:3]([NH:5][CH2:6][CH2:7][CH2:8][CH2:9][O:10][C:11]1[CH:20]=[CH:19][CH:18]=[C:17]([OH:21])[C:12]=1[C:13]([O:15][CH3:16])=[O:14])=[O:4].C(N(CC)C(C)C)(C)C.[CH3:46][O:47][C:48](=[O:60])[C@@H:49]([N:57]=[C:58]=[O:59])[CH2:50][C:51]1[CH:56]=[CH:55][CH:54]=[CH:53][CH:52]=1. The yield is 0.170. The product is [CH2:50]([C@@H:49]([C:48](=[O:60])[O:47][CH3:46])[NH:57][C:58](=[O:59])[NH:1][C@@H:2]([CH2:22][C:23]1[CH:24]=[CH:25][C:26]([CH:29]2[S:33](=[O:35])(=[O:34])[NH:32][C:31](=[O:36])[CH2:30]2)=[CH:27][CH:28]=1)[C:3](=[O:4])[NH:5][CH2:6][CH2:7][CH2:8][CH2:9][O:10][C:11]1[CH:20]=[CH:19][CH:18]=[C:17]([OH:21])[C:12]=1[C:13]([O:15][CH3:16])=[O:14])[C:51]1[CH:56]=[CH:55][CH:54]=[CH:53][CH:52]=1. The catalyst is CN(C)C=O. (3) The reactants are [C:1]([CH2:3][N:4]([CH2:21][C:22]1[CH:27]=[CH:26][C:25]([N:28]([CH3:30])[CH3:29])=[CH:24][CH:23]=1)[C:5]1[C:18]2[C:19]3=[C:20]4[C:15](=[CH:16][CH:17]=2)[CH:14]=[CH:13][CH:12]=[C:11]4[CH:10]=[CH:9][C:8]3=[CH:7][CH:6]=1)#[N:2].[H-].[H-].[H-].[H-].[Li+].[Al+3].[OH-].[K+].ClCCl. The catalyst is O1CCCC1.[NH4+].[OH-]. The product is [NH2:2][CH2:1][CH2:3][N:4]([CH2:21][C:22]1[CH:23]=[CH:24][C:25]([N:28]([CH3:30])[CH3:29])=[CH:26][CH:27]=1)[C:5]1[C:18]2[C:19]3=[C:20]4[C:15](=[CH:16][CH:17]=2)[CH:14]=[CH:13][CH:12]=[C:11]4[CH:10]=[CH:9][C:8]3=[CH:7][CH:6]=1. The yield is 0.810. (4) The reactants are C[O:2][C:3]([C:5]1[S:6][C:7]([C:37]2[CH:42]=[CH:41][CH:40]=[CH:39][CH:38]=2)=[CH:8][C:9]=1[N:10]([C:27](=[O:36])[C:28]1[CH:33]=[CH:32][C:31]([Cl:34])=[CH:30][C:29]=1[Cl:35])[CH2:11][C:12]1[O:13][C:14]([C:17]2[CH:22]=[CH:21][CH:20]=[C:19]([C:23]([F:26])([F:25])[F:24])[CH:18]=2)=[CH:15][CH:16]=1)=[O:4].[OH-].[Li+].Cl. The catalyst is C1COCC1.O. The product is [Cl:35][C:29]1[CH:30]=[C:31]([Cl:34])[CH:32]=[CH:33][C:28]=1[C:27]([N:10]([CH2:11][C:12]1[O:13][C:14]([C:17]2[CH:22]=[CH:21][CH:20]=[C:19]([C:23]([F:24])([F:25])[F:26])[CH:18]=2)=[CH:15][CH:16]=1)[C:9]1[CH:8]=[C:7]([C:37]2[CH:38]=[CH:39][CH:40]=[CH:41][CH:42]=2)[S:6][C:5]=1[C:3]([OH:4])=[O:2])=[O:36]. The yield is 0.760. (5) The reactants are [CH3:1][NH:2][C:3]([C:5]1[CH:6]=[C:7]([O:11][C:12]2[CH:13]=[CH:14][C:15]([NH:18][C:19]([NH:21][C:22]3[CH:23]=[CH:24][C:25]([Cl:32])=[C:26]([C:28]([F:31])([F:30])[F:29])[CH:27]=3)=[O:20])=[CH:16][CH:17]=2)[CH:8]=[CH:9][N:10]=1)=[O:4].[ClH:33].C(OC(C)C)(C)C. The catalyst is CO. The product is [CH3:1][NH:2][C:3]([C:5]1[CH:6]=[C:7]([O:11][C:12]2[CH:17]=[CH:16][C:15]([NH:18][C:19]([NH:21][C:22]3[CH:23]=[CH:24][C:25]([Cl:32])=[C:26]([C:28]([F:31])([F:29])[F:30])[CH:27]=3)=[O:20])=[CH:14][CH:13]=2)[CH:8]=[CH:9][N:10]=1)=[O:4].[ClH:33]. The yield is 0.550. (6) The reactants are O[CH2:2][C@@H:3]1[C:7]([C:8]([O:10][CH3:11])=[O:9])=[CH:6][CH2:5][N:4]1[C:12]([O:14][CH2:15][CH:16]=[CH2:17])=[O:13].C1(P(C2C=CC=CC=2)C2C=CC=CC=2)C=CC=CC=1.C(Cl)(Cl)(Cl)[Cl:38]. The catalyst is C(Cl)(Cl)Cl. The product is [Cl:38][CH2:2][C@@H:3]1[C:7]([C:8]([O:10][CH3:11])=[O:9])=[CH:6][CH2:5][N:4]1[C:12]([O:14][CH2:15][CH:16]=[CH2:17])=[O:13]. The yield is 0.240. (7) The reactants are [C:1]([OH:13])(=[O:12])[CH2:2][CH2:3][CH2:4][CH2:5][CH2:6][CH2:7][CH2:8][CH2:9][CH:10]=[CH2:11].C(OC(O[C:17]([CH3:20])([CH3:19])[CH3:18])=O)(O[C:17]([CH3:20])([CH3:19])[CH3:18])=O. The catalyst is C(O)(C)(C)C. The product is [C:1]([O:13][C:17]([CH3:20])([CH3:19])[CH3:18])(=[O:12])[CH2:2][CH2:3][CH2:4][CH2:5][CH2:6][CH2:7][CH2:8][CH2:9][CH:10]=[CH2:11]. The yield is 0.580. (8) The reactants are [CH:1]1([C:4]#[C:5][C:6]2[CH:12]=[CH:11][C:10]([S:13]([CH3:16])(=[O:15])=[O:14])=[CH:9][C:7]=2[NH2:8])[CH2:3][CH2:2]1. The catalyst is CO. The product is [CH:1]1([CH2:4][CH2:5][C:6]2[CH:12]=[CH:11][C:10]([S:13]([CH3:16])(=[O:15])=[O:14])=[CH:9][C:7]=2[NH2:8])[CH2:3][CH2:2]1. The yield is 0.410. (9) The reactants are [Cl:1][CH2:2][C:3]1[NH:7][C:6]2[CH:8]=[CH:9][C:10]([C:12]([OH:14])=[O:13])=[CH:11][C:5]=2[N:4]=1.S(=O)(=O)(O)O.[CH3:20]O. No catalyst specified. The product is [Cl:1][CH2:2][C:3]1[NH:7][C:6]2[CH:8]=[CH:9][C:10]([C:12]([O:14][CH3:20])=[O:13])=[CH:11][C:5]=2[N:4]=1. The yield is 0.710. (10) The yield is 0.740. The product is [OH:9][CH2:8][CH:4]1[CH2:3][CH:2]([OH:1])[CH2:7][CH2:6][O:5]1. The reactants are [O:1]=[C:2]1[CH2:7][CH2:6][O:5][CH:4]([C:8](O)=[O:9])[CH2:3]1.C1COCC1. No catalyst specified.